Dataset: Forward reaction prediction with 1.9M reactions from USPTO patents (1976-2016). Task: Predict the product of the given reaction. (1) Given the reactants [CH2:1]([NH:3][CH2:4][C:5]1[CH:10]=[CH:9][C:8]([CH2:11][N:12]2[CH2:17][CH2:16][N:15]([C:18]3[C:23]([C:24]([O:26][CH:27]([CH3:29])[CH3:28])=[O:25])=[CH:22][CH:21]=[CH:20][N:19]=3)[CH2:14][CH2:13]2)=[CH:7][CH:6]=1)[CH3:2].[F:30][C:31]1[CH:38]=[CH:37][CH:36]=[C:35]([F:39])[C:32]=1[CH:33]=O.C(O)(=O)C.C([BH3-])#N.[Na+], predict the reaction product. The product is: [F:30][C:31]1[CH:38]=[CH:37][CH:36]=[C:35]([F:39])[C:32]=1[CH2:33][N:3]([CH2:4][C:5]1[CH:10]=[CH:9][C:8]([CH2:11][N:12]2[CH2:13][CH2:14][N:15]([C:18]3[C:23]([C:24]([O:26][CH:27]([CH3:28])[CH3:29])=[O:25])=[CH:22][CH:21]=[CH:20][N:19]=3)[CH2:16][CH2:17]2)=[CH:7][CH:6]=1)[CH2:1][CH3:2]. (2) Given the reactants [Cl:1][C:2]1[C:3]([O:12][C:13]2[CH:18]=[C:17]([O:19][CH2:20][CH2:21][O:22][CH3:23])[CH:16]=[CH:15][C:14]=2[CH2:24][CH2:25][CH2:26][OH:27])=[N:4][CH:5]=[C:6]([C:8]([F:11])([F:10])[F:9])[CH:7]=1.C(N(CC)C(C)C)(C)C.[C:37]1([CH3:49])[CH:42]=[CH:41][C:40]([S:43]([N:46]=[C:47]=[O:48])(=[O:45])=[O:44])=[CH:39][CH:38]=1.Cl.C(OC(=O)C)(=O)C.C(=O)([O-])O.[Na+], predict the reaction product. The product is: [OH2:12].[CH3:49][C:37]1[CH:42]=[CH:41][C:40]([S:43]([NH:46][C:47](=[O:48])[O:27][CH2:26][CH2:25][CH2:24][C:14]2[CH:15]=[CH:16][C:17]([O:19][CH2:20][CH2:21][O:22][CH3:23])=[CH:18][C:13]=2[O:12][C:3]2[C:2]([Cl:1])=[CH:7][C:6]([C:8]([F:9])([F:11])[F:10])=[CH:5][N:4]=2)(=[O:45])=[O:44])=[CH:39][CH:38]=1. (3) Given the reactants [Cl:1][C:2]1[CH:7]=[CH:6][C:5]([C@@H:8]2[CH2:12][N:11]([C:13]3[CH:18]=[CH:17][C:16](=[O:19])[NH:15][N:14]=3)[CH2:10][C@H:9]2[C:20]([O:22][CH3:23])=[O:21])=[CH:4][CH:3]=1.[C:24]([O-])([O-])=O.[Cs+].[Cs+].CI, predict the reaction product. The product is: [Cl:1][C:2]1[CH:7]=[CH:6][C:5]([C@@H:8]2[CH2:12][N:11]([C:13]3[CH:18]=[CH:17][C:16](=[O:19])[N:15]([CH3:24])[N:14]=3)[CH2:10][C@H:9]2[C:20]([O:22][CH3:23])=[O:21])=[CH:4][CH:3]=1. (4) Given the reactants [NH2:1][C:2]1[NH:3][C:4](=[O:7])[NH:5][N:6]=1.[CH3:8][C:9](=O)[CH2:10][C:11](=O)[CH3:12], predict the reaction product. The product is: [CH3:8][C:9]1[CH:10]=[C:11]([CH3:12])[N:6]2[N:5]=[C:4]([OH:7])[N:3]=[C:2]2[N:1]=1. (5) Given the reactants [F:1][C:2]1[CH:7]=[CH:6][CH:5]=[CH:4][C:3]=1[C:8]1[NH:16][C:11]2=[CH:12][N:13]=[CH:14][CH:15]=[C:10]2[CH:9]=1.[OH-:17].[Na+].[F:19][C:20]([F:31])([F:30])[O:21][C:22]1[CH:29]=[CH:28][C:25]([CH2:26]Cl)=[CH:24][CH:23]=1.CN([CH:35]=[O:36])C, predict the reaction product. The product is: [F:31][C:20]([F:19])([F:30])[C:35]([O-:36])=[O:17].[F:1][C:2]1[CH:7]=[CH:6][CH:5]=[CH:4][C:3]=1[C:8]1[CH:9]=[C:10]2[CH:15]=[CH:14][N:13]([CH2:26][C:25]3[CH:28]=[CH:29][C:22]([O:21][C:20]([F:19])([F:30])[F:31])=[CH:23][CH:24]=3)[CH:12]=[C:11]2[NH+:16]=1. (6) Given the reactants [Br:1][C:2]1[CH:3]=[C:4]2[C:11](=[CH:12][CH:13]=1)[O:10][CH2:9][C:6]1([CH2:8][CH2:7]1)[C:5]2=O.[CH3:15][C:16]([S:19]([NH2:21])=[O:20])([CH3:18])[CH3:17].O, predict the reaction product. The product is: [Br:1][C:2]1[CH:3]=[C:4]2[C:11](=[CH:12][CH:13]=1)[O:10][CH2:9][C:6]1([CH2:8][CH2:7]1)[C:5]2=[N:21][S:19]([C:16]([CH3:18])([CH3:17])[CH3:15])=[O:20].